Task: Predict the product of the given reaction.. Dataset: Forward reaction prediction with 1.9M reactions from USPTO patents (1976-2016) (1) Given the reactants [CH3:1][C:2]12[C:14]3[C:6](=[CH:7][C:8]([NH2:15])=[CH:9][C:10]=3[CH2:11][CH2:12][CH2:13]1)[CH2:5][CH2:4][CH2:3]2.[Cl-].[C:17]([O:28][CH3:29])(=[O:27])[C:18]1[CH:26]=[CH:25][C:21]([C:22]([O-])=[O:23])=[CH:20][CH:19]=1.Cl, predict the reaction product. The product is: [CH3:1][C:2]12[C:14]3[C:6](=[CH:7][C:8]([NH:15][C:22]([C:21]4[CH:25]=[CH:26][C:18]([C:17]([O:28][CH3:29])=[O:27])=[CH:19][CH:20]=4)=[O:23])=[CH:9][C:10]=3[CH2:11][CH2:12][CH2:13]1)[CH2:5][CH2:4][CH2:3]2. (2) Given the reactants [NH2:1][C:2]1[CH:3]=[C:4]([C:8]2[C:16]3[C:11](=[CH:12][CH:13]=[C:14](C#N)[CH:15]=3)[N:10]([CH:19]3[CH2:24][CH2:23][CH2:22][CH2:21][O:20]3)[N:9]=2)[CH:5]=[CH:6][CH:7]=1.[CH3:25][O:26][CH2:27][CH2:28][C:29]([OH:31])=O.Cl.[CH3:33][N:34](C)CCCN=C=NCC, predict the reaction product. The product is: [C:33]([CH:22]1[CH2:21][O:20][CH:19]([N:10]2[C:11]3[C:16](=[CH:15][CH:14]=[CH:13][CH:12]=3)[C:8]([C:4]3[CH:3]=[C:2]([NH:1][C:29](=[O:31])[CH2:28][CH2:27][O:26][CH3:25])[CH:7]=[CH:6][CH:5]=3)=[N:9]2)[CH2:24][CH2:23]1)#[N:34]. (3) The product is: [Cl:1][C:2]1[CH:3]=[C:4]([C@@H:8]2[C@@H:13]([C:14]3[CH:19]=[CH:18][C:17]([Cl:20])=[CH:16][CH:15]=3)[N:12]([C@@H:21]([CH2:24][CH3:25])[CH2:22][O:23][CH2:28][CH:29]3[CH2:31][CH2:30]3)[C:11](=[O:26])[CH2:10][CH2:9]2)[CH:5]=[CH:6][CH:7]=1. Given the reactants [Cl:1][C:2]1[CH:3]=[C:4]([C@@H:8]2[C@@H:13]([C:14]3[CH:19]=[CH:18][C:17]([Cl:20])=[CH:16][CH:15]=3)[N:12]([C@@H:21]([CH2:24][CH3:25])[CH2:22][OH:23])[C:11](=[O:26])[CH2:10][CH2:9]2)[CH:5]=[CH:6][CH:7]=1.Br[CH2:28][CH:29]1[CH2:31][CH2:30]1.CC(C)([O-])C.[Na+], predict the reaction product. (4) Given the reactants C([O:3][C:4]([C:6]1([CH2:22][CH2:23]OC)[CH2:11][CH2:10][N:9]([S:12]([C:15]2[CH:20]=[CH:19][CH:18]=[CH:17][C:16]=2[Cl:21])(=[O:14])=[O:13])[CH2:8][CH2:7]1)=O)C.[Cl-].C[Al+]C.[NH2:30][C:31]1[CH:39]=[CH:38][C:34]([C:35]([OH:37])=[O:36])=[CH:33][CH:32]=1, predict the reaction product. The product is: [Cl:21][C:16]1[CH:17]=[CH:18][CH:19]=[CH:20][C:15]=1[S:12]([N:9]1[CH2:10][CH2:11][C:6]2([C:4](=[O:3])[N:30]([C:31]3[CH:39]=[CH:38][C:34]([C:35]([OH:37])=[O:36])=[CH:33][CH:32]=3)[CH2:23][CH2:22]2)[CH2:7][CH2:8]1)(=[O:14])=[O:13]. (5) Given the reactants S([O-])(OCCCC[CH2:9][CH2:10][CH2:11][CH2:12][CH2:13][CH2:14][CH2:15][CH2:16][CH2:17][CH2:18][CH2:19][CH3:20])(=O)=O.[Na+:22].[S:23]([O-])([O:26]CCCCCCCCCCCCCCCCCC)(=[O:25])=[O:24].[Na+].C[C@H]1C(S[C@@H]2CN[C@H]([C@H](O)[C@H]3CNCC3)C2)=C(C(O)=O)N2[C@H]1[C@@H]([C@H](O)C)C2=O.Cl, predict the reaction product. The product is: [CH2:9]([S:23]([O-:26])(=[O:25])=[O:24])[CH2:10][CH2:11][CH2:12][CH2:13][CH2:14][CH2:15][CH2:16][CH2:17][CH2:18][CH2:19][CH3:20].[Na+:22]. (6) Given the reactants [Cl:1][C:2]1[CH:3]=[N:4][C:5]([N:11]2[CH2:15][CH2:14][CH:13]([O:16][C:17]3[CH:22]=[CH:21][CH:20]=[C:19]([C:23]([F:26])([F:25])[F:24])[CH:18]=3)[CH2:12]2)=[C:6]([CH:10]=1)[C:7]([OH:9])=O.Cl.[NH2:28][C:29]1([C:32]2[CH:41]=[CH:40][C:35]([C:36]([O:38][CH3:39])=[O:37])=[CH:34][CH:33]=2)[CH2:31][CH2:30]1, predict the reaction product. The product is: [Cl:1][C:2]1[CH:3]=[N:4][C:5]([N:11]2[CH2:15][CH2:14][CH:13]([O:16][C:17]3[CH:22]=[CH:21][CH:20]=[C:19]([C:23]([F:25])([F:26])[F:24])[CH:18]=3)[CH2:12]2)=[C:6]([CH:10]=1)[C:7]([NH:28][C:29]1([C:32]2[CH:41]=[CH:40][C:35]([C:36]([O:38][CH3:39])=[O:37])=[CH:34][CH:33]=2)[CH2:31][CH2:30]1)=[O:9]. (7) The product is: [F:44][C:37]1[CH:38]=[C:39]([O:4][CH3:1])[CH:40]=[C:41]([F:42])[C:36]=1[CH2:35][N:32]1[C:31]2[CH:45]=[CH:46][CH:47]=[CH:48][C:30]=2[S:29](=[O:49])(=[O:50])[N:28]([C:24]2[CH:23]=[CH:12][CH:13]=[C:14]([O:16][CH3:17])[N:53]=2)[C:33]1=[O:34]. Given the reactants [C:1]([O-:4])([O-])=O.[K+].[K+].FC1C=[C:14]([O:16][CH3:17])[CH:13]=[C:12](F)C=1CBr.COC1C(C)=C[C:24]([N:28]2[C:33](=[O:34])[N:32]([CH2:35][C:36]3[C:41]([F:42])=[CH:40][C:39](F)=[CH:38][C:37]=3[F:44])[C:31]3[CH:45]=[CH:46][CH:47]=[CH:48][C:30]=3[S:29]2(=[O:50])=[O:49])=[CH:23]C=1C.C[N:53](C=O)C, predict the reaction product. (8) Given the reactants [NH2:1][C:2]1[CH:7]=[C:6]([CH3:8])[C:5]([Cl:9])=[CH:4][C:3]=1[NH:10][CH2:11][CH2:12][N:13]1[CH2:18][CH2:17][CH:16]([C:19]([O:21][CH2:22][CH3:23])=[O:20])[CH2:15][CH2:14]1.O.[NH:25]1[C:33](=[O:34])[C:31](=O)[C:29](=O)[NH:28][C:26]1=[O:27].B(O)(O)O.C(=O)(O)[O-].[Na+], predict the reaction product. The product is: [Cl:9][C:5]1[C:6]([CH3:8])=[CH:7][C:2]2[N:1]=[C:31]3[C:29]([N:10]([CH2:11][CH2:12][N:13]4[CH2:14][CH2:15][CH:16]([C:19]([O:21][CH2:22][CH3:23])=[O:20])[CH2:17][CH2:18]4)[C:3]=2[CH:4]=1)=[N:28][C:26](=[O:27])[NH:25][C:33]3=[O:34].